This data is from Full USPTO retrosynthesis dataset with 1.9M reactions from patents (1976-2016). The task is: Predict the reactants needed to synthesize the given product. (1) Given the product [F:16][C:17]1[CH:22]=[CH:21][C:20]([C:8]([C:6]2[N:7]=[C:2]([OH:28])[C:3]3[C:4](=[CH:13][S:14][CH:15]=3)[N:5]=2)=[O:10])=[CH:19][CH:18]=1, predict the reactants needed to synthesize it. The reactants are: Cl[C:2]1[C:3]2[C:4](=[CH:13][S:14][CH:15]=2)[N:5]=[C:6]([C:8]([O:10]CC)=O)[N:7]=1.[F:16][C:17]1[CH:22]=[CH:21][C:20]([Mg]Br)=[CH:19][CH:18]=1.C1C[O:28]CC1. (2) Given the product [C:1]([N:5]1[CH2:10][CH2:9][C@@H:8]([O:11][C:12]2[CH:13]=[C:14]3[C:19](=[CH:20][C:21]=2[O:22][CH3:23])[N:18]=[CH:17][N:16]=[C:15]3[NH:24][C:25]2[CH:30]=[CH:29][C:28]([F:31])=[C:27]([Cl:32])[C:26]=2[F:33])[CH2:7][C@@H:6]1[C:34]([OH:36])=[O:35])(=[O:4])[CH:2]=[CH2:3], predict the reactants needed to synthesize it. The reactants are: [C:1]([N:5]1[CH2:10][CH2:9][C@@H:8]([O:11][C:12]2[CH:13]=[C:14]3[C:19](=[CH:20][C:21]=2[O:22][CH3:23])[N:18]=[CH:17][N:16]=[C:15]3[NH:24][C:25]2[CH:30]=[CH:29][C:28]([F:31])=[C:27]([Cl:32])[C:26]=2[F:33])[CH2:7][C@@H:6]1[C:34]([O:36]C)=[O:35])(=[O:4])[CH:2]=[CH2:3].O.[OH-].[Li+]. (3) Given the product [Cl:1][C:2]1[CH:10]=[C:9]([CH:8]=[CH:7][C:3]=1[C:4]([N:57]1[CH2:61][CH2:60][CH2:59][C@@H:58]1[CH2:62][N:63]1[CH:67]=[CH:66][N:65]=[CH:64]1)=[O:6])[C:11]([NH:13][C@H:14]([C:16]1[NH:20][C:19]2[CH:21]=[CH:22][C:23]([Cl:25])=[CH:24][C:18]=2[N:17]=1)[CH3:15])=[O:12], predict the reactants needed to synthesize it. The reactants are: [Cl:1][C:2]1[CH:10]=[C:9]([C:11]([NH:13][C@H:14]([C:16]2[NH:20][C:19]3[CH:21]=[CH:22][C:23]([Cl:25])=[CH:24][C:18]=3[N:17]=2)[CH3:15])=[O:12])[CH:8]=[CH:7][C:3]=1[C:4]([OH:6])=O.CN(C(ON1N=NC2C=CC=CC1=2)=[N+](C)C)C.[B-](F)(F)(F)F.C(N(C(C)C)CC)(C)C.[NH:57]1[CH2:61][CH2:60][CH2:59][C@@H:58]1[CH2:62][N:63]1[CH:67]=[CH:66][N:65]=[CH:64]1.ClCl.